From a dataset of Forward reaction prediction with 1.9M reactions from USPTO patents (1976-2016). Predict the product of the given reaction. The product is: [C:16]([O:15][C:13]([NH:10][C:9]1[C:5]([C:3]([OH:2])=[O:4])=[N:6][NH:7][CH:8]=1)=[O:14])([CH3:19])([CH3:18])[CH3:17]. Given the reactants C[O:2][C:3]([C:5]1[C:9]([NH2:10])=[CH:8][NH:7][N:6]=1)=[O:4].[OH-].[Na+].[C:13](O[C:13]([O:15][C:16]([CH3:19])([CH3:18])[CH3:17])=[O:14])([O:15][C:16]([CH3:19])([CH3:18])[CH3:17])=[O:14], predict the reaction product.